From a dataset of Catalyst prediction with 721,799 reactions and 888 catalyst types from USPTO. Predict which catalyst facilitates the given reaction. Reactant: C(OC(N1[C@H](C(=O)N[C@H](C(O)=O)CC2C=CC(C3C=CN=C(C)C=3C)=CC=2)CC2C=C3OC[C@H](C4C=CC(O)=CC=4)OC3=CC=2C1)=O)(C)(C)C.FC(F)(F)C1CCC(CO)CC1.C[O:64][C:65](=[O:126])[C@@H:66]([NH:82][C:83]([C@@H:85]1[CH2:94][C:93]2[CH:92]=[C:91]3[O:95][CH2:96][C@H:97]([C:99]4[CH:104]=[CH:103][C:102]([O:105][CH2:106][CH:107]5[CH2:112][CH2:111][CH:110]([C:113]([F:116])([F:115])[F:114])[CH2:109][CH2:108]5)=[CH:101][CH:100]=4)[O:98][C:90]3=[CH:89][C:88]=2[CH2:87][N:86]1[C:117]([C:119]1[N:120]=[C:121]([CH3:125])[O:122][C:123]=1[CH3:124])=[O:118])=[O:84])[CH2:67][C:68]1[CH:73]=[CH:72][C:71]([C:74]2[CH:79]=[CH:78][N:77]=[C:76]([CH3:80])[C:75]=2[CH3:81])=[CH:70][CH:69]=1.C(Cl)CCl.CC1OC(C)=C(C(O)=O)N=1. Product: [CH3:125][C:121]1[O:122][C:123]([CH3:124])=[C:119]([C:117]([N:86]2[C@H:85]([C:83]([NH:82][C@@H:66]([CH2:67][C:68]3[CH:73]=[CH:72][C:71]([C:74]4[CH:79]=[CH:78][N:77]=[C:76]([CH3:80])[C:75]=4[CH3:81])=[CH:70][CH:69]=3)[C:65]([OH:126])=[O:64])=[O:84])[CH2:94][C:93]3[CH:92]=[C:91]4[O:95][CH2:96][C@H:97]([C:99]5[CH:100]=[CH:101][C:102]([O:105][CH2:106][CH:107]6[CH2:108][CH2:109][CH:110]([C:113]([F:114])([F:116])[F:115])[CH2:111][CH2:112]6)=[CH:103][CH:104]=5)[O:98][C:90]4=[CH:89][C:88]=3[CH2:87]2)=[O:118])[N:120]=1. The catalyst class is: 2.